The task is: Regression. Given a peptide amino acid sequence and an MHC pseudo amino acid sequence, predict their binding affinity value. This is MHC class II binding data.. This data is from Peptide-MHC class II binding affinity with 134,281 pairs from IEDB. (1) The peptide sequence is YVYEPFPKEVWEQIF. The MHC is HLA-DQA10301-DQB10302 with pseudo-sequence HLA-DQA10301-DQB10302. The binding affinity (normalized) is 0.298. (2) The peptide sequence is QPNLKALREKVLGLP. The MHC is DRB1_0404 with pseudo-sequence DRB1_0404. The binding affinity (normalized) is 0.306.